From a dataset of Catalyst prediction with 721,799 reactions and 888 catalyst types from USPTO. Predict which catalyst facilitates the given reaction. (1) Reactant: [Br:1][C:2]1[CH:3]=[CH:4][C:5]([NH2:8])=[N:6][CH:7]=1.Br[CH2:10][C:11]([C:13]1[CH:18]=[CH:17][CH:16]=[CH:15][CH:14]=1)=O. Product: [Br:1][C:2]1[CH:3]=[CH:4][C:5]2[N:6]([CH:10]=[C:11]([C:13]3[CH:18]=[CH:17][CH:16]=[CH:15][CH:14]=3)[N:8]=2)[CH:7]=1. The catalyst class is: 5. (2) Reactant: [CH3:1][O:2][C:3]1[CH:8]=[C:7]([O:9][CH3:10])[CH:6]=[C:5]([O:11][CH3:12])[C:4]=1[C:13]1[CH:18]=[C:17]([C:19](OCC)=[O:20])[N:16]=[C:15]([C:24]([O:26][CH2:27][CH3:28])=[O:25])[CH:14]=1.[BH4-].[Na+].Cl. Product: [CH2:27]([O:26][C:24]([C:15]1[CH:14]=[C:13]([C:4]2[C:3]([O:2][CH3:1])=[CH:8][C:7]([O:9][CH3:10])=[CH:6][C:5]=2[O:11][CH3:12])[CH:18]=[C:17]([CH2:19][OH:20])[N:16]=1)=[O:25])[CH3:28]. The catalyst class is: 8.